From a dataset of Catalyst prediction with 721,799 reactions and 888 catalyst types from USPTO. Predict which catalyst facilitates the given reaction. Reactant: [Al+3].[Cl-].[Cl-].[Cl-].[C:5]1([CH:11]2[CH2:16][CH2:15][CH:14]([C:17](=[O:19])[CH3:18])[CH2:13][CH2:12]2)[CH:10]=[CH:9][CH:8]=[CH:7][CH:6]=1.[C:20](Cl)(=[O:22])[CH3:21]. Product: [C:17]([CH:14]1[CH2:15][CH2:16][CH:11]([C:5]2[CH:10]=[CH:9][C:8]([C:20](=[O:22])[CH3:21])=[CH:7][CH:6]=2)[CH2:12][CH2:13]1)(=[O:19])[CH3:18]. The catalyst class is: 2.